From a dataset of Forward reaction prediction with 1.9M reactions from USPTO patents (1976-2016). Predict the product of the given reaction. (1) The product is: [Cl:21][C:18]1[CH:19]=[CH:20][C:15]([N:13]([CH3:14])[C:11]([C:8]2[N:9]=[CH:10][C:5]3[N:6]([C:2]([C:29]4[CH:30]=[CH:31][C:26]([C:24](=[O:25])[NH:23][CH3:22])=[CH:27][CH:28]=4)=[CH:3][N:4]=3)[CH:7]=2)=[O:12])=[CH:16][CH:17]=1. Given the reactants Br[C:2]1[N:6]2[CH:7]=[C:8]([C:11]([N:13]([C:15]3[CH:20]=[CH:19][C:18]([Cl:21])=[CH:17][CH:16]=3)[CH3:14])=[O:12])[N:9]=[CH:10][C:5]2=[N:4][CH:3]=1.[CH3:22][NH:23][C:24]([C:26]1[CH:31]=[CH:30][C:29](B(O)O)=[CH:28][CH:27]=1)=[O:25].OP([O-])([O-])=O.[K+].[K+].C1COCC1, predict the reaction product. (2) Given the reactants [C:1]12([C:8]3[C:12](=C)[CH:11]=[CH:10][CH:9]=3)[CH2:7][CH:4]([CH2:5][CH2:6]1)[CH2:3][CH2:2]2.[H-].[H-].[H-].[H-].[Li+].[Al+3].O.C(OCC)C, predict the reaction product. The product is: [C:1]12([C:8]3[CH2:12][CH:11]=[CH:10][CH:9]=3)[CH2:7][CH:4]([CH2:3][CH2:2]1)[CH2:5][CH2:6]2.